This data is from Reaction yield outcomes from USPTO patents with 853,638 reactions. The task is: Predict the reaction yield, written as a fraction of the theoretical maximum amount of product (1.0 means a 100% yield; for example, 0.34 means a 34% yield). (1) The reactants are NC1N=CC(N2CCN(C(OC(C)(C)C)=O)CC2)=CC=1.[CH3:21][C@@H:22]1[CH2:27][N:26]([C:28]2[CH:29]=[N:30][C:31]([N+:34]([O-])=O)=[CH:32][CH:33]=2)[C@@H:25]([CH3:37])[CH2:24][N:23]1[C:38]([O:40][C:41]([CH3:44])([CH3:43])[CH3:42])=[O:39]. No catalyst specified. The product is [NH2:34][C:31]1[N:30]=[CH:29][C:28]([N:26]2[C@@H:25]([CH3:37])[CH2:24][N:23]([C:38]([O:40][C:41]([CH3:42])([CH3:44])[CH3:43])=[O:39])[C@H:22]([CH3:21])[CH2:27]2)=[CH:33][CH:32]=1. The yield is 0.830. (2) The reactants are [NH2:1][C:2]1[CH2:7][CH2:6][CH2:5][C:4](=[O:8])[CH:3]=1.C(O[CH:12]=[C:13]([C:19]([O:21][CH2:22][CH3:23])=[O:20])[C:14]([O:16][CH2:17][CH3:18])=[O:15])C. No catalyst specified. The product is [CH2:17]([O:16][C:14](=[O:15])[C:13](=[CH:12][NH:1][C:2]1[CH2:7][CH2:6][CH2:5][C:4](=[O:8])[CH:3]=1)[C:19]([O:21][CH2:22][CH3:23])=[O:20])[CH3:18]. The yield is 0.900. (3) The reactants are [C:1]([OH:7])(=O)[CH2:2][CH2:3][CH2:4][CH3:5].CCN(CC)CC.CC(C)(C)C(Cl)=O.[CH3:22][C@H:23]1[C@@H:27]([C:28]2[CH:33]=[CH:32][CH:31]=[CH:30][CH:29]=2)[O:26][C:25](=[O:34])[NH:24]1.[Li+].[Cl-]. The catalyst is C1COCC1. The product is [CH3:22][C@H:23]1[C@@H:27]([C:28]2[CH:33]=[CH:32][CH:31]=[CH:30][CH:29]=2)[O:26][C:25](=[O:34])[N:24]1[C:1](=[O:7])[CH2:2][CH2:3][CH2:4][CH3:5]. The yield is 1.00. (4) The reactants are [F:1][C:2]1[CH:3]=[C:4]([C:8]2[N:13]=[C:12]([CH3:14])[C:11]([C:15](Cl)=[O:16])=[CH:10][N:9]=2)[CH:5]=[CH:6][CH:7]=1.[N:18]1([NH2:27])[C:26]2[C:21](=[N:22][CH:23]=[CH:24][CH:25]=2)[CH:20]=[CH:19]1.C(=O)([O-])[O-].[K+].[K+]. The catalyst is CCOC(C)=O.O. The product is [N:18]1([NH:27][C:15]([C:11]2[C:12]([CH3:14])=[N:13][C:8]([C:4]3[CH:5]=[CH:6][CH:7]=[C:2]([F:1])[CH:3]=3)=[N:9][CH:10]=2)=[O:16])[C:26]2[C:21](=[N:22][CH:23]=[CH:24][CH:25]=2)[CH:20]=[CH:19]1. The yield is 0.240. (5) The reactants are CN(C)[CH2:3][CH2:4][O:5][CH2:6][C@@H:7]1[CH2:16][C:15]2[C:10](=[CH:11][CH:12]=[CH:13][CH:14]=2)[CH2:9][N:8]1[C:17](=[O:19])[CH3:18].OC[C@@H]1CC2C(=CC=CC=2)CN1C(=O)C.BrCC[O:39][CH2:40][C:41]1[CH:46]=[CH:45][CH:44]=[CH:43][CH:42]=1. No catalyst specified. The product is [CH2:40]([O:39][CH2:3][CH2:4][O:5][CH2:6][C@@H:7]1[CH2:16][C:15]2[C:10](=[CH:11][CH:12]=[CH:13][CH:14]=2)[CH2:9][N:8]1[C:17](=[O:19])[CH3:18])[C:41]1[CH:46]=[CH:45][CH:44]=[CH:43][CH:42]=1. The yield is 0.650.